This data is from Forward reaction prediction with 1.9M reactions from USPTO patents (1976-2016). The task is: Predict the product of the given reaction. (1) Given the reactants [CH2:1]([O:3][C:4]1[CH:9]=[CH:8][CH:7]=[CH:6][C:5]=1[C:10](=[O:27])[CH2:11][CH2:12][C:13]1[N:14]=[C:15]([C:18]2[CH:23]=[CH:22][C:21]([O:24][CH3:25])=[C:20]([OH:26])[CH:19]=2)[O:16][CH:17]=1)[CH3:2].Br[CH:29]([CH3:31])[CH3:30].C(=O)([O-])[O-].[K+].[K+].O, predict the reaction product. The product is: [CH2:1]([O:3][C:4]1[CH:9]=[CH:8][CH:7]=[CH:6][C:5]=1[C:10](=[O:27])[CH2:11][CH2:12][C:13]1[N:14]=[C:15]([C:18]2[CH:23]=[CH:22][C:21]([O:24][CH3:25])=[C:20]([O:26][CH:29]([CH3:31])[CH3:30])[CH:19]=2)[O:16][CH:17]=1)[CH3:2]. (2) Given the reactants [CH3:1][S:2]([O:5][C:6]1[CH:11]=[CH:10][C:9]([C:12]2([C:20]3[CH:25]=[CH:24][C:23]([F:26])=[C:22](Br)[CH:21]=3)[C:16](=[O:17])[N:15]([CH3:18])[C:14]([NH2:19])=[N:13]2)=[CH:8][CH:7]=1)(=[O:4])=[O:3].[CH3:28][O:29][C:30]1[CH:31]=[CH:32][C:33]([O:45][C:46]([F:49])([F:48])[F:47])=[C:34](B2OC(C)(C)C(C)(C)O2)[CH:35]=1, predict the reaction product. The product is: [CH3:1][S:2]([O:5][C:6]1[CH:11]=[CH:10][C:9]([C:12]2([C:20]3[CH:21]=[C:22]([C:32]4[CH:31]=[C:30]([O:29][CH3:28])[CH:35]=[CH:34][C:33]=4[O:45][C:46]([F:47])([F:49])[F:48])[C:23]([F:26])=[CH:24][CH:25]=3)[C:16](=[O:17])[N:15]([CH3:18])[C:14]([NH2:19])=[N:13]2)=[CH:8][CH:7]=1)(=[O:4])=[O:3]. (3) Given the reactants Cl.[Cl:2][C:3]1[C:4]([CH2:9][NH2:10])=[N:5][CH:6]=[CH:7][N:8]=1.Cl.CN(C)CCCN=C=NCC.C(N(CC)C(C)C)(C)C.ON1C2C=CC=CC=2N=N1.[CH2:42]([O:49][C:50]([NH:52][CH2:53][C@H:54]1[CH2:59][CH2:58][C@H:57]([C:60](O)=[O:61])[CH2:56][CH2:55]1)=[O:51])[C:43]1[CH:48]=[CH:47][CH:46]=[CH:45][CH:44]=1, predict the reaction product. The product is: [CH2:42]([O:49][C:50](=[O:51])[NH:52][CH2:53][C@H:54]1[CH2:59][CH2:58][C@H:57]([C:60](=[O:61])[NH:10][CH2:9][C:4]2[C:3]([Cl:2])=[N:8][CH:7]=[CH:6][N:5]=2)[CH2:56][CH2:55]1)[C:43]1[CH:48]=[CH:47][CH:46]=[CH:45][CH:44]=1. (4) The product is: [C:1]([C:5]1[CH:10]=[CH:9][CH:8]=[CH:7][C:6]=1[O:11][CH3:12])([CH3:4])([CH3:2])[CH3:3]. Given the reactants [C:1]([C:5]1[CH:10]=[CH:9][CH:8]=[CH:7][C:6]=1[OH:11])([CH3:4])([CH3:3])[CH3:2].[C:12]([O-])([O-])=O.[K+].[K+].COS(OC)(=O)=O.CCO, predict the reaction product. (5) Given the reactants [H-].[Na+].[CH3:3][C:4]1[CH:9]=[C:8]([CH3:10])[CH:7]=[C:6]([CH3:11])[C:5]=1[OH:12].[Cl:13][C:14]1[N:15]=[C:16](Cl)[C:17]2[CH:22]=[CH:21][S:20][C:18]=2[N:19]=1, predict the reaction product. The product is: [Cl:13][C:14]1[N:15]=[C:16]([O:12][C:5]2[C:6]([CH3:11])=[CH:7][C:8]([CH3:10])=[CH:9][C:4]=2[CH3:3])[C:17]2[CH:22]=[CH:21][S:20][C:18]=2[N:19]=1. (6) Given the reactants C1C(O)=CC=CC=1C.C([C:22]1([C:39]([O-:41])=[O:40])[C:28]([CH3:35])([CH2:29][N:30]2[CH:34]=[CH:33][N:32]=[N:31]2)[S:27](=[O:37])(=[O:36])[CH:26]2[N:23]1[C:24](=[O:38])[CH2:25]2)(C1C=CC=CC=1)C1C=CC=CC=1, predict the reaction product. The product is: [CH3:35][C@@:28]1([CH2:29][N:30]2[N:31]=[N:32][CH:33]=[CH:34]2)[S:27](=[O:36])(=[O:37])[C@@H:26]2[CH2:25][C:24](=[O:38])[N:23]2[C@H:22]1[C:39]([OH:41])=[O:40]. (7) Given the reactants [CH:1]([C:3]1[CH:12]=[CH:11][C:6]([C:7]([O:9][CH3:10])=[O:8])=[CH:5][CH:4]=1)=O.[C:13]1([CH2:23][CH2:24][NH2:25])[C:22]2[C:17](=[CH:18][CH:19]=[CH:20][CH:21]=2)[CH:16]=[CH:15][CH:14]=1.[OH:26]/[C:27](=[CH:33]\[C:34](=[O:41])[C:35]1[CH:40]=[CH:39][N:38]=[CH:37][CH:36]=1)/[C:28](OCC)=[O:29], predict the reaction product. The product is: [OH:26][C:27]1[C:28](=[O:29])[N:25]([CH2:24][CH2:23][C:13]2[C:22]3[C:17](=[CH:18][CH:19]=[CH:20][CH:21]=3)[CH:16]=[CH:15][CH:14]=2)[CH:1]([C:3]2[CH:12]=[CH:11][C:6]([C:7]([O:9][CH3:10])=[O:8])=[CH:5][CH:4]=2)[C:33]=1[C:34](=[O:41])[C:35]1[CH:36]=[CH:37][N:38]=[CH:39][CH:40]=1. (8) Given the reactants Br.Br[CH2:3][C:4]([C:6]1[CH:11]=[CH:10][N:9]=[CH:8][CH:7]=1)=O.[CH2:12]([O:14][C:15]1[CH:16]=[C:17]([CH:21]=[CH:22][C:23]=1[O:24][CH2:25][CH3:26])[C:18]([NH2:20])=[O:19])[CH3:13].C([O-])(O)=O.[Na+], predict the reaction product. The product is: [CH2:12]([O:14][C:15]1[CH:16]=[C:17]([C:18]2[O:19][CH:3]=[C:4]([C:6]3[CH:11]=[CH:10][N:9]=[CH:8][CH:7]=3)[N:20]=2)[CH:21]=[CH:22][C:23]=1[O:24][CH2:25][CH3:26])[CH3:13].